This data is from Full USPTO retrosynthesis dataset with 1.9M reactions from patents (1976-2016). The task is: Predict the reactants needed to synthesize the given product. (1) Given the product [Cl:7][C:8]1[N:13]=[C:12]([S:3]([CH3:22])(=[O:5])=[O:2])[N:11]=[C:10]([N:16]2[CH2:17][CH2:18][O:19][CH2:20][CH2:21]2)[CH:9]=1, predict the reactants needed to synthesize it. The reactants are: O[O:2][S:3]([O-:5])=O.[K+].[Cl:7][C:8]1[N:13]=[C:12](SC)[N:11]=[C:10]([N:16]2[CH2:21][CH2:20][O:19][CH2:18][CH2:17]2)[CH:9]=1.[CH2:22](Cl)Cl. (2) Given the product [Br:22][CH2:21][C:17]1[C:4]([CH2:5][C:6]2[CH:16]=[CH:15][CH:14]=[C:8]3[C:9]([NH:11][C:12](=[O:13])[C:7]=23)=[O:10])=[C:3]([O:2][CH3:1])[CH:20]=[CH:19][CH:18]=1, predict the reactants needed to synthesize it. The reactants are: [CH3:1][O:2][C:3]1[CH:20]=[CH:19][CH:18]=[C:17]([CH3:21])[C:4]=1[CH2:5][C:6]1[CH:16]=[CH:15][CH:14]=[C:8]2[C:9]([NH:11][C:12](=[O:13])[C:7]=12)=[O:10].[Br:22]N1C(=O)CCC1=O.C(OOC(=O)C1C=CC=CC=1)(=O)C1C=CC=CC=1.